From a dataset of Reaction yield outcomes from USPTO patents with 853,638 reactions. Predict the reaction yield, written as a fraction of the theoretical maximum amount of product (1.0 means a 100% yield; for example, 0.34 means a 34% yield). The reactants are Br[C:2]1[CH:3]=[C:4]([N:24]([CH2:31][CH3:32])[CH:25]2[CH2:30][CH2:29][O:28][CH2:27][CH2:26]2)[C:5]([CH3:23])=[C:6]([CH:22]=1)[C:7]([NH:9][CH2:10][C:11]1[C:12](=[O:21])[NH:13][C:14]([CH3:20])=[CH:15][C:16]=1[CH2:17][CH2:18][CH3:19])=[O:8].CC1(C)C(C)(C)OB([C:41]2[CH:42]=[CH:43][C:44]([CH:47]=[O:48])=[N:45][CH:46]=2)O1.C([O-])([O-])=O.[Na+].[Na+]. The catalyst is O1CCOCC1.C1C=CC([P]([Pd]([P](C2C=CC=CC=2)(C2C=CC=CC=2)C2C=CC=CC=2)([P](C2C=CC=CC=2)(C2C=CC=CC=2)C2C=CC=CC=2)[P](C2C=CC=CC=2)(C2C=CC=CC=2)C2C=CC=CC=2)(C2C=CC=CC=2)C2C=CC=CC=2)=CC=1. The product is [CH2:31]([N:24]([CH:25]1[CH2:30][CH2:29][O:28][CH2:27][CH2:26]1)[C:4]1[C:5]([CH3:23])=[C:6]([CH:22]=[C:2]([C:41]2[CH:46]=[N:45][C:44]([CH:47]=[O:48])=[CH:43][CH:42]=2)[CH:3]=1)[C:7]([NH:9][CH2:10][C:11]1[C:12](=[O:21])[NH:13][C:14]([CH3:20])=[CH:15][C:16]=1[CH2:17][CH2:18][CH3:19])=[O:8])[CH3:32]. The yield is 0.760.